Dataset: Full USPTO retrosynthesis dataset with 1.9M reactions from patents (1976-2016). Task: Predict the reactants needed to synthesize the given product. (1) Given the product [CH2:1]([C:8]1[C:20](=[O:21])[N:19]([CH:22]2[CH2:26][CH2:25][CH2:24][CH2:23]2)[C:11]2[N:12]=[C:13]([NH:27][CH2:28][CH2:29][C:30]3[N:34]=[CH:33][NH:32][CH:31]=3)[N:14]=[CH:15][C:10]=2[CH:9]=1)[C:2]1[CH:7]=[CH:6][CH:5]=[CH:4][CH:3]=1, predict the reactants needed to synthesize it. The reactants are: [CH2:1]([C:8]1[C:20](=[O:21])[N:19]([CH:22]2[CH2:26][CH2:25][CH2:24][CH2:23]2)[C:11]2[N:12]=[C:13](S(C)=O)[N:14]=[CH:15][C:10]=2[CH:9]=1)[C:2]1[CH:7]=[CH:6][CH:5]=[CH:4][CH:3]=1.[NH2:27][CH2:28][CH2:29][C:30]1[N:34]=[CH:33][NH:32][CH:31]=1. (2) Given the product [C:12]([O:13][CH2:12][CH2:11][CH2:10][CH3:9])(=[O:13])[CH:11]=[CH2:10], predict the reactants needed to synthesize it. The reactants are: CCCCCCCC[CH2:9][CH2:10][CH2:11][CH2:12][O:13]S([O-])(=O)=O.[Na+]. (3) Given the product [CH:1]1([CH2:6][C@H:7]([CH2:28][N:29]([CH:38]=[O:39])[O:30][CH2:31][C:32]2[CH:33]=[CH:34][CH:35]=[CH:36][CH:37]=2)[C:8]([N:10]2[C@H:14]([C:15]([NH:51][C:52]3[CH:57]=[CH:56][CH:55]=[CH:54][N+:53]=3[O-:58])=[O:17])[CH2:13][CH2:12][N:11]2[C:18]([O:20][CH2:21][C:22]2[CH:23]=[CH:24][CH:25]=[CH:26][CH:27]=2)=[O:19])=[O:9])[CH2:5][CH2:4][CH2:3][CH2:2]1, predict the reactants needed to synthesize it. The reactants are: [CH:1]1([CH2:6][C@H:7]([CH2:28][N:29]([CH:38]=[O:39])[O:30][CH2:31][C:32]2[CH:37]=[CH:36][CH:35]=[CH:34][CH:33]=2)[C:8]([N:10]2[C@H:14]([C:15]([OH:17])=O)[CH2:13][CH2:12][N:11]2[C:18]([O:20][CH2:21][C:22]2[CH:27]=[CH:26][CH:25]=[CH:24][CH:23]=2)=[O:19])=[O:9])[CH2:5][CH2:4][CH2:3][CH2:2]1.CN1C=CN=C1.S(Cl)(C)(=O)=O.[NH2:51][C:52]1[CH:57]=[CH:56][CH:55]=[CH:54][N+:53]=1[O-:58]. (4) Given the product [CH3:12][N:13]1[CH:17]=[C:16]([C:2]2[CH:7]=[CH:6][C:5]([OH:8])=[C:4]([N+:9]([O-:11])=[O:10])[CH:3]=2)[CH:15]=[N:14]1, predict the reactants needed to synthesize it. The reactants are: Br[C:2]1[CH:7]=[CH:6][C:5]([OH:8])=[C:4]([N+:9]([O-:11])=[O:10])[CH:3]=1.[CH3:12][N:13]1[CH:17]=[C:16](B2OC(C)(C)C(C)(C)O2)[CH:15]=[N:14]1.[F-].[Cs+]. (5) Given the product [N:22]1([CH2:29][CH2:30][N:31]2[CH2:32][CH2:33][CH:34]([NH:37][C:16]([C:10]3[NH:11][C:12]4[C:8]([CH:9]=3)=[C:7]([O:6][CH2:5][CH:1]3[CH2:2][CH2:3][CH2:4]3)[CH:15]=[CH:14][CH:13]=4)=[O:18])[CH2:35][CH2:36]2)[CH2:28][CH2:27][CH2:26][CH2:25][CH2:24][CH2:23]1, predict the reactants needed to synthesize it. The reactants are: [CH:1]1([CH2:5][O:6][C:7]2[CH:15]=[CH:14][CH:13]=[C:12]3[C:8]=2[CH:9]=[C:10]([C:16]([OH:18])=O)[NH:11]3)[CH2:4][CH2:3][CH2:2]1.Cl.Cl.Cl.[N:22]1([CH2:29][CH2:30][N:31]2[CH2:36][CH2:35][CH:34]([NH2:37])[CH2:33][CH2:32]2)[CH2:28][CH2:27][CH2:26][CH2:25][CH2:24][CH2:23]1. (6) Given the product [Br:6][C:7]1[N:8]=[CH:9][C:10]([CH:16]=[CH:17][CH:18]=[O:19])=[CH:11][CH:12]=1, predict the reactants needed to synthesize it. The reactants are: CC([Mg]Cl)C.[Br:6][C:7]1[CH:12]=[CH:11][C:10](Br)=[CH:9][N:8]=1.CN(C)[CH:16]=[CH:17][CH:18]=[O:19].Cl. (7) Given the product [C:16]([O:1][C:2]1[CH:3]=[C:4]([CH:8]=[CH:9][C:10]=1[C:11]([F:12])([F:13])[F:14])[C:5]([OH:7])=[O:6])(=[O:18])[CH3:17], predict the reactants needed to synthesize it. The reactants are: [OH:1][C:2]1[CH:3]=[C:4]([CH:8]=[CH:9][C:10]=1[C:11]([F:14])([F:13])[F:12])[C:5]([OH:7])=[O:6].O.[C:16](OC(=O)C)(=[O:18])[CH3:17]. (8) The reactants are: [Cl:1][C:2]1[CH:7]=[CH:6][CH:5]=[C:4]([F:8])[C:3]=1[CH2:9][CH2:10][NH:11][C:12]1[N:17]=[C:16]([O:18][CH3:19])[N:15]=[C:14]([C:20]2[CH:21]=[C:22]([CH:25]=[CH:26][CH:27]=2)[CH:23]=[O:24])[CH:13]=1.CO.[BH4-].[Na+]. Given the product [Cl:1][C:2]1[CH:7]=[CH:6][CH:5]=[C:4]([F:8])[C:3]=1[CH2:9][CH2:10][NH:11][C:12]1[N:17]=[C:16]([O:18][CH3:19])[N:15]=[C:14]([C:20]2[CH:21]=[C:22]([CH2:23][OH:24])[CH:25]=[CH:26][CH:27]=2)[CH:13]=1, predict the reactants needed to synthesize it.